This data is from Forward reaction prediction with 1.9M reactions from USPTO patents (1976-2016). The task is: Predict the product of the given reaction. (1) Given the reactants CS([C:5]1[N:10]=[C:9]([C:11]2[CH:16]=[CH:15][C:14]([C:17]([F:20])([F:19])[F:18])=[CH:13][CH:12]=2)[CH:8]=[CH:7][N:6]=1)(=O)=O.C(N(CC)C(C)C)(C)C.[CH2:30]([NH:34][CH2:35][C:36]1[CH:48]=[CH:47][C:39]([O:40][CH2:41][C:42]([O:44][CH2:45][CH3:46])=[O:43])=[C:38]([CH3:49])[CH:37]=1)[CH2:31][CH2:32][CH3:33], predict the reaction product. The product is: [CH2:30]([N:34]([CH2:35][C:36]1[CH:48]=[CH:47][C:39]([O:40][CH2:41][C:42]([O:44][CH2:45][CH3:46])=[O:43])=[C:38]([CH3:49])[CH:37]=1)[C:5]1[N:10]=[C:9]([C:11]2[CH:16]=[CH:15][C:14]([C:17]([F:20])([F:19])[F:18])=[CH:13][CH:12]=2)[CH:8]=[CH:7][N:6]=1)[CH2:31][CH2:32][CH3:33]. (2) Given the reactants [Cl:1][C:2]1[CH:3]=[C:4]([C:12]2([C:30]([F:33])([F:32])[F:31])[O:16][N:15]=[C:14]([C:17]3[CH:25]=[CH:24][C:20]([C:21](O)=[O:22])=[C:19]([C:26]([F:29])([F:28])[F:27])[CH:18]=3)[CH2:13]2)[CH:5]=[C:6]([C:8]([F:11])([F:10])[F:9])[CH:7]=1.CN(C(ON1N=NC2C=CC=NC1=2)=[N+](C)C)C.F[P-](F)(F)(F)(F)F.CCN(C(C)C)C(C)C.[NH:67]1[C:72](=[O:73])[CH2:71][NH:70][CH2:69][C:68]1=[O:74], predict the reaction product. The product is: [Cl:1][C:2]1[CH:3]=[C:4]([C:12]2([C:30]([F:32])([F:31])[F:33])[O:16][N:15]=[C:14]([C:17]3[CH:25]=[CH:24][C:20]([C:21]([N:70]4[CH2:71][C:72](=[O:73])[NH:67][C:68](=[O:74])[CH2:69]4)=[O:22])=[C:19]([C:26]([F:28])([F:29])[F:27])[CH:18]=3)[CH2:13]2)[CH:5]=[C:6]([C:8]([F:11])([F:10])[F:9])[CH:7]=1.